From a dataset of Catalyst prediction with 721,799 reactions and 888 catalyst types from USPTO. Predict which catalyst facilitates the given reaction. (1) Reactant: [OH:1][C:2]1[CH:10]=[CH:9][C:5]2[N:6]=[CH:7][S:8][C:4]=2[C:3]=1[I:11].Cl[C:13]1[C:22]2[C:17](=[CH:18][C:19]([O:25][CH3:26])=[C:20]([O:23][CH3:24])[CH:21]=2)[N:16]=[CH:15][CH:14]=1. Product: [I:11][C:3]1[C:4]2[S:8][CH:7]=[N:6][C:5]=2[CH:9]=[CH:10][C:2]=1[O:1][C:13]1[C:22]2[C:17](=[CH:18][C:19]([O:25][CH3:26])=[C:20]([O:23][CH3:24])[CH:21]=2)[N:16]=[CH:15][CH:14]=1. The catalyst class is: 420. (2) Reactant: [Cl:1][C:2]1[C:3]([CH3:8])=[N:4][O:5][C:6]=1[NH2:7].[H-].[Na+].[CH3:11][N:12]([CH3:33])[C:13]1[CH:32]=[CH:31][C:16]([CH2:17][C:18]2[S:22][C:21]3[CH:23]=[CH:24][CH:25]=[CH:26][C:20]=3[C:19]=2[S:27](Cl)(=[O:29])=[O:28])=[CH:15][CH:14]=1.C1COCC1. Product: [Cl:1][C:2]1[C:3]([CH3:8])=[N:4][O:5][C:6]=1[NH:7][S:27]([C:19]1[C:20]2[CH:26]=[CH:25][CH:24]=[CH:23][C:21]=2[S:22][C:18]=1[CH2:17][C:16]1[CH:15]=[CH:14][C:13]([N:12]([CH3:11])[CH3:33])=[CH:32][CH:31]=1)(=[O:28])=[O:29]. The catalyst class is: 254.